Dataset: Peptide-MHC class II binding affinity with 134,281 pairs from IEDB. Task: Regression. Given a peptide amino acid sequence and an MHC pseudo amino acid sequence, predict their binding affinity value. This is MHC class II binding data. (1) The peptide sequence is KNKVNLLTHSINALI. The MHC is DRB1_1302 with pseudo-sequence DRB1_1302. The binding affinity (normalized) is 0.889. (2) The MHC is DRB1_0701 with pseudo-sequence DRB1_0701. The peptide sequence is AALPAVGAAAGAPAA. The binding affinity (normalized) is 0.425. (3) The peptide sequence is EKKYFEATQFEPLAA. The MHC is HLA-DPA10301-DPB10402 with pseudo-sequence HLA-DPA10301-DPB10402. The binding affinity (normalized) is 0.880. (4) The peptide sequence is GWSSLGREYAAVAEE. The MHC is HLA-DQA10501-DQB10301 with pseudo-sequence HLA-DQA10501-DQB10301. The binding affinity (normalized) is 0.342. (5) The peptide sequence is PFAATANPWASQRF. The binding affinity (normalized) is 0.377. The MHC is DRB1_0701 with pseudo-sequence DRB1_0701.